Dataset: Reaction yield outcomes from USPTO patents with 853,638 reactions. Task: Predict the reaction yield, written as a fraction of the theoretical maximum amount of product (1.0 means a 100% yield; for example, 0.34 means a 34% yield). (1) The reactants are [O:1]1[CH2:6][CH2:5][O:4][C:3]2[CH:7]=[C:8]([C:11]([NH:13][C:14]3[CH:35]=[CH:34][C:17]([CH2:18][N:19]4[C:27]5[C:22](=[CH:23][CH:24]=[CH:25][CH:26]=5)[C:21]([CH2:28][C:29]([O:31]CC)=[O:30])=[N:20]4)=[CH:16][CH:15]=3)=[O:12])[CH:9]=[CH:10][C:2]1=2.O.[OH-].[Li+].O.Cl. The catalyst is O1CCCC1. The product is [O:1]1[CH2:6][CH2:5][O:4][C:3]2[CH:7]=[C:8]([C:11]([NH:13][C:14]3[CH:35]=[CH:34][C:17]([CH2:18][N:19]4[C:27]5[C:22](=[CH:23][CH:24]=[CH:25][CH:26]=5)[C:21]([CH2:28][C:29]([OH:31])=[O:30])=[N:20]4)=[CH:16][CH:15]=3)=[O:12])[CH:9]=[CH:10][C:2]1=2. The yield is 0.985. (2) The reactants are [CH2:1]([O:4][C:5]1[N:10]=[C:9]([NH:11][C:12]([NH:14][C:15]2[CH:20]=[C:19]([Cl:21])[CH:18]=[CH:17][C:16]=2[OH:22])=[O:13])[CH:8]=[N:7][C:6]=1[C:23]#[N:24])[CH:2]=[CH2:3].[C:25]1(P(C2C=CC=CC=2)C2C=CC=CC=2)[CH:30]=CC=C[CH:26]=1.N(C(OC(C)(C)C)=O)=NC(OC(C)(C)C)=O.C(O)C=C. The catalyst is O1CCCC1. The product is [CH2:30]([O:22][C:16]1[CH:17]=[CH:18][C:19]([Cl:21])=[CH:20][C:15]=1[NH:14][C:12]([NH:11][C:9]1[CH:8]=[N:7][C:6]([C:23]#[N:24])=[C:5]([O:4][CH2:1][CH:2]=[CH2:3])[N:10]=1)=[O:13])[CH:25]=[CH2:26]. The yield is 0.280. (3) The reactants are COC(=O)C.[F:6][C:7]([F:21])([C:11]1[CH:12]=[C:13]2[C:18](=[CH:19][CH:20]=1)[N:17]=[CH:16][CH:15]=[CH:14]2)[C:8](O)=[O:9].[NH2:22][NH2:23]. The catalyst is CO. The product is [F:6][C:7]([F:21])([C:11]1[CH:12]=[C:13]2[C:18](=[CH:19][CH:20]=1)[N:17]=[CH:16][CH:15]=[CH:14]2)[C:8]([NH:22][NH2:23])=[O:9]. The yield is 1.00.